This data is from Full USPTO retrosynthesis dataset with 1.9M reactions from patents (1976-2016). The task is: Predict the reactants needed to synthesize the given product. (1) Given the product [F:36][C:35]([F:38])([F:37])[C:2]1[CH:3]=[C:4]([CH:7]=[C:8]([N:10]2[CH2:16][CH2:15][CH2:14][C:13]3[N:17]=[C:18]([C:20]4[CH:25]=[CH:24][CH:23]=[CH:22][N:21]=4)[O:19][C:12]=3[CH2:11]2)[CH:9]=1)[C:5]#[N:6], predict the reactants needed to synthesize it. The reactants are: F[C:2]1[CH:3]=[C:4]([CH:7]=[C:8]([N:10]2[CH2:16][CH2:15][CH2:14][C:13]3[N:17]=[C:18]([C:20]4[CH:25]=[CH:24][CH:23]=[CH:22][N:21]=4)[O:19][C:12]=3[CH2:11]2)[CH:9]=1)[C:5]#[N:6].BrC1C=C(C=C([C:35]([F:38])([F:37])[F:36])C=1)C#N. (2) The reactants are: C(OC([NH:11][C@H:12]1[CH2:17][CH2:16][N:15]([C:18]2[CH:19]=[C:20]([CH:25]=[C:26]([O:28][CH3:29])[CH:27]=2)[C:21]([O:23][CH3:24])=[O:22])[CH2:14][C@H:13]1[O:30][CH3:31])=O)C1C=CC=CC=1.CO. Given the product [NH2:11][C@H:12]1[CH2:17][CH2:16][N:15]([C:18]2[CH:19]=[C:20]([CH:25]=[C:26]([O:28][CH3:29])[CH:27]=2)[C:21]([O:23][CH3:24])=[O:22])[CH2:14][C@H:13]1[O:30][CH3:31], predict the reactants needed to synthesize it.